From a dataset of Full USPTO retrosynthesis dataset with 1.9M reactions from patents (1976-2016). Predict the reactants needed to synthesize the given product. (1) Given the product [O:12]1[CH2:13][CH2:14][CH2:15][CH2:16][CH:11]1[N:7]1[C:8]2[C:4](=[CH:3][C:2]([CH:23]=[CH2:24])=[CH:10][CH:9]=2)[CH:5]=[N:6]1, predict the reactants needed to synthesize it. The reactants are: Br[C:2]1[CH:3]=[C:4]2[C:8](=[CH:9][CH:10]=1)[N:7]([CH:11]1[CH2:16][CH2:15][CH2:14][CH2:13][O:12]1)[N:6]=[CH:5]2.C([O-])([O-])=O.[K+].[K+].[C:23]1(C)C=CC=C[CH:24]=1. (2) Given the product [N+:11]([C:8]1[CH:9]=[C:10]2[C:5]([CH2:4][CH2:3][NH:2][CH2:1]2)=[CH:6][CH:7]=1)([O-:13])=[O:12], predict the reactants needed to synthesize it. The reactants are: [CH2:1]1[C:10]2[C:5](=[CH:6][CH:7]=[CH:8][CH:9]=2)[CH2:4][CH2:3][NH:2]1.[N+:11]([O-])([O-:13])=[O:12].[K+]. (3) The reactants are: [CH3:1][C:2]1([C:7]2[O:11][C:10]([CH2:12][N:13]3[CH:17]=[C:16]([NH2:18])[CH:15]=[N:14]3)=[CH:9][CH:8]=2)[O:6]CCO1.[F:19][C:20]1[CH:25]=[C:24]([O:26][CH3:27])[C:23]([F:28])=[CH:22][C:21]=1/[CH:29]=[CH:30]/[C:31](O)=[O:32]. Given the product [C:2]([C:7]1[O:11][C:10]([CH2:12][N:13]2[CH:17]=[C:16]([NH:18][C:31](=[O:32])/[CH:30]=[CH:29]/[C:21]3[CH:22]=[C:23]([F:28])[C:24]([O:26][CH3:27])=[CH:25][C:20]=3[F:19])[CH:15]=[N:14]2)=[CH:9][CH:8]=1)(=[O:6])[CH3:1], predict the reactants needed to synthesize it. (4) Given the product [Cl:41][C:42]1[N:47]=[C:46]([C:31]2[CH:32]=[CH:33][C:34]([N+:37]([O-:39])=[O:38])=[CH:35][CH:36]=2)[CH:45]=[CH:44][N:43]=1, predict the reactants needed to synthesize it. The reactants are: FC1C=C(C2N=C(SC)N=C(N3CCOC[C@@H]3C)C=2)C=NC=1.CC1(C)C(C)(C)OB([C:31]2[CH:36]=[CH:35][C:34]([N+:37]([O-:39])=[O:38])=[CH:33][CH:32]=2)O1.[Cl:41][C:42]1[N:47]=[C:46](Cl)[CH:45]=[CH:44][N:43]=1. (5) Given the product [Br:1][C:2]1[CH:9]=[CH:8][C:7]([O:14][CH3:15])=[CH:6][C:3]=1[CH:29]([O:30][CH3:31])[O:33][CH3:34], predict the reactants needed to synthesize it. The reactants are: [Br:1][C:2]1[CH:9]=[CH:8][C:7](C(F)(F)F)=[CH:6][C:3]=1C=O.[OH2:14].[C:15]1(C)C=CC(S(O)(=O)=O)=CC=1.C(O[CH:29]([O:33][CH2:34]C)[O:30][CH2:31]C)C. (6) Given the product [Cl:32][C:31]1[CH:30]=[CH:29][CH:28]=[C:27]([Cl:33])[C:26]=1[C:19]1[C:18]([CH2:17][O:16][C:13]2[N:12]=[C:11]([C:34]([F:37])([F:36])[F:35])[C:10]([NH:9][C:7](=[O:8])[C:6]3[CH:5]=[C:4]([CH:40]=[CH:39][CH:38]=3)[C:3]([OH:41])=[O:2])=[CH:15][CH:14]=2)=[C:22]([CH:23]([CH3:25])[CH3:24])[O:21][N:20]=1, predict the reactants needed to synthesize it. The reactants are: C[O:2][C:3](=[O:41])[C:4]1[CH:40]=[CH:39][CH:38]=[C:6]([C:7]([NH:9][C:10]2[C:11]([C:34]([F:37])([F:36])[F:35])=[N:12][C:13]([O:16][CH2:17][C:18]3[C:19]([C:26]4[C:31]([Cl:32])=[CH:30][CH:29]=[CH:28][C:27]=4[Cl:33])=[N:20][O:21][C:22]=3[CH:23]([CH3:25])[CH3:24])=[CH:14][CH:15]=2)=[O:8])[CH:5]=1.[OH-].[Na+]. (7) Given the product [F:1][C:2]1[CH:3]=[CH:4][C:5]([S:8]([N:11]2[C:20]3[C:15](=[CH:16][C:17]([C:21]([OH:30])([C:22]([F:23])([F:25])[F:24])[C:26]([F:29])([F:28])[F:27])=[CH:18][CH:19]=3)[CH2:14][CH2:13][C@H:12]2[CH2:31][C:32](=[O:34])[C:35]#[CH:36])(=[O:10])=[O:9])=[CH:6][CH:7]=1, predict the reactants needed to synthesize it. The reactants are: [F:1][C:2]1[CH:7]=[CH:6][C:5]([S:8]([N:11]2[C:20]3[C:15](=[CH:16][C:17]([C:21]([OH:30])([C:26]([F:29])([F:28])[F:27])[C:22]([F:25])([F:24])[F:23])=[CH:18][CH:19]=3)[CH2:14][CH2:13][C@H:12]2[CH2:31][C:32]([OH:34])=O)(=[O:10])=[O:9])=[CH:4][CH:3]=1.[CH3:35][CH2:36]N(C(C)C)C(C)C.F[P-](F)(F)(F)(F)F.N1(O[P+](N(C)C)(N(C)C)N(C)C)C2C=CC=CC=2N=N1.C([Mg]Br)#C. (8) Given the product [CH:35]([NH:38][CH2:6][CH2:7][O:8][C:9]1[CH:14]=[CH:13][C:12]([C:15]2[NH:24][C:23](=[O:25])[C:22]3[C:17](=[CH:18][CH:19]=[CH:20][CH:21]=3)[N:16]=2)=[N:11][C:10]=1[C:26]1[CH:31]=[CH:30][C:29]([S:32]([CH3:34])=[O:33])=[CH:28][CH:27]=1)([CH3:37])[CH3:36], predict the reactants needed to synthesize it. The reactants are: CS(O[CH2:6][CH2:7][O:8][C:9]1[C:10]([C:26]2[CH:31]=[CH:30][C:29]([S:32]([CH3:34])=[O:33])=[CH:28][CH:27]=2)=[N:11][C:12]([C:15]2[NH:24][C:23](=[O:25])[C:22]3[C:17](=[CH:18][CH:19]=[CH:20][CH:21]=3)[N:16]=2)=[CH:13][CH:14]=1)(=O)=O.[CH:35]([NH2:38])([CH3:37])[CH3:36].[I-].[Na+]. (9) Given the product [CH2:20]([N:27]1[CH2:31][CH2:30][CH2:29][CH:28]1[CH2:32][O:6][C:5]1[N:4]([C:8]2[CH:13]=[CH:12][CH:11]=[CH:10][CH:9]=2)[N:3]=[C:2]([CH3:1])[CH:7]=1)[C:21]1[CH:26]=[CH:25][CH:24]=[CH:23][CH:22]=1, predict the reactants needed to synthesize it. The reactants are: [CH3:1][C:2]1[CH2:7][C:5](=[O:6])[N:4]([C:8]2[CH:9]=[CH:10][CH:11]=[CH:12][CH:13]=2)[N:3]=1.C(=O)([O-])[O-].[K+].[K+].[CH2:20]([N:27]1[CH2:31][CH2:30][CH2:29][CH:28]1[CH2:32]Br)[C:21]1[CH:26]=[CH:25][CH:24]=[CH:23][CH:22]=1. (10) Given the product [C:1]([C@H:5]([N:9]([C:27](=[O:28])[C:26]1[CH:30]=[C:31]([O:34][CH3:35])[C:32]([CH3:33])=[C:24]([O:23][CH3:22])[CH:25]=1)[NH:10][C:11](=[O:21])[C:12]1[CH:17]=[CH:16][CH:15]=[C:14]([O:18][CH3:19])[C:13]=1[CH3:20])[CH2:6][CH2:7][CH3:8])([CH3:2])([CH3:3])[CH3:4], predict the reactants needed to synthesize it. The reactants are: [C:1]([C@H:5]([NH:9][NH:10][C:11](=[O:21])[C:12]1[CH:17]=[CH:16][CH:15]=[C:14]([O:18][CH3:19])[C:13]=1[CH3:20])[CH2:6][CH2:7][CH3:8])([CH3:4])([CH3:3])[CH3:2].[CH3:22][O:23][C:24]1[CH:25]=[C:26]([CH:30]=[C:31]([O:34][CH3:35])[C:32]=1[CH3:33])[C:27](Cl)=[O:28].C([O-])([O-])=O.[K+].[K+].